From a dataset of NCI-60 drug combinations with 297,098 pairs across 59 cell lines. Regression. Given two drug SMILES strings and cell line genomic features, predict the synergy score measuring deviation from expected non-interaction effect. (1) Drug 1: CC1=C(C=C(C=C1)C(=O)NC2=CC(=CC(=C2)C(F)(F)F)N3C=C(N=C3)C)NC4=NC=CC(=N4)C5=CN=CC=C5. Drug 2: CC(C)NC(=O)C1=CC=C(C=C1)CNNC.Cl. Cell line: SR. Synergy scores: CSS=4.01, Synergy_ZIP=-1.68, Synergy_Bliss=-0.783, Synergy_Loewe=2.11, Synergy_HSA=-1.59. (2) Drug 1: C1=CC(=CC=C1CCC2=CNC3=C2C(=O)NC(=N3)N)C(=O)NC(CCC(=O)O)C(=O)O. Drug 2: CCN(CC)CCNC(=O)C1=C(NC(=C1C)C=C2C3=C(C=CC(=C3)F)NC2=O)C. Cell line: MDA-MB-435. Synergy scores: CSS=8.76, Synergy_ZIP=-0.598, Synergy_Bliss=5.37, Synergy_Loewe=-4.82, Synergy_HSA=1.36. (3) Drug 1: CCC1=CC2CC(C3=C(CN(C2)C1)C4=CC=CC=C4N3)(C5=C(C=C6C(=C5)C78CCN9C7C(C=CC9)(C(C(C8N6C)(C(=O)OC)O)OC(=O)C)CC)OC)C(=O)OC.C(C(C(=O)O)O)(C(=O)O)O. Drug 2: CCC1=C2CN3C(=CC4=C(C3=O)COC(=O)C4(CC)O)C2=NC5=C1C=C(C=C5)O. Cell line: SK-OV-3. Synergy scores: CSS=56.6, Synergy_ZIP=-2.18, Synergy_Bliss=-1.26, Synergy_Loewe=0.544, Synergy_HSA=2.18. (4) Drug 1: C1CN1P(=S)(N2CC2)N3CC3. Drug 2: C1=CN(C(=O)N=C1N)C2C(C(C(O2)CO)O)O.Cl. Cell line: TK-10. Synergy scores: CSS=28.1, Synergy_ZIP=-8.12, Synergy_Bliss=-2.31, Synergy_Loewe=-1.68, Synergy_HSA=2.38. (5) Drug 1: C1=CC(=CC=C1CC(C(=O)O)N)N(CCCl)CCCl.Cl. Drug 2: C1=CC(=CC=C1C#N)C(C2=CC=C(C=C2)C#N)N3C=NC=N3. Cell line: MDA-MB-231. Synergy scores: CSS=16.7, Synergy_ZIP=-2.01, Synergy_Bliss=2.46, Synergy_Loewe=-1.03, Synergy_HSA=1.49.